Dataset: Reaction yield outcomes from USPTO patents with 853,638 reactions. Task: Predict the reaction yield, written as a fraction of the theoretical maximum amount of product (1.0 means a 100% yield; for example, 0.34 means a 34% yield). (1) The product is [CH2:7]([CH:9]1[CH2:13][C:12](=[CH2:1])[CH2:11][CH:10]1[C:15]([O:17][CH2:18][CH3:19])=[O:16])[CH3:8]. The yield is 0.640. The reactants are [CH3:1]C([O-])(C)C.[K+].[CH2:7]([CH:9]1[CH2:13][C:12](=O)[CH2:11][CH:10]1[C:15]([O:17][CH2:18][CH3:19])=[O:16])[CH3:8]. The catalyst is [Br-].C[P+](C1C=CC=CC=1)(C1C=CC=CC=1)C1C=CC=CC=1.C1COCC1. (2) The reactants are [CH3:1][C:2]1[CH:3]=[C:4]([NH:20][C:21]2[N:26]=[C:25]([O:27][CH2:28][C:29](O)=[O:30])[CH:24]=[CH:23][N:22]=2)[CH:5]=[C:6]([C:8]2[S:12][C:11]([C:13]([OH:19])([CH3:18])[C:14]([F:17])([F:16])[F:15])=[N:10][CH:9]=2)[CH:7]=1.O[N:33]1C2C=CC=CC=2N=N1.C(N(C(C)C)CC)(C)C.Cl.C(N=C=NCCCN(C)C)C.[Cl-].[NH4+]. The catalyst is CN(C)C=O. The product is [CH3:1][C:2]1[CH:3]=[C:4]([NH:20][C:21]2[N:26]=[C:25]([O:27][CH2:28][C:29]([NH2:33])=[O:30])[CH:24]=[CH:23][N:22]=2)[CH:5]=[C:6]([C:8]2[S:12][C:11]([C:13]([OH:19])([CH3:18])[C:14]([F:16])([F:15])[F:17])=[N:10][CH:9]=2)[CH:7]=1. The yield is 0.760.